Dataset: Peptide-MHC class II binding affinity with 134,281 pairs from IEDB. Task: Regression. Given a peptide amino acid sequence and an MHC pseudo amino acid sequence, predict their binding affinity value. This is MHC class II binding data. (1) The peptide sequence is GNFERISGDLKTQID. The MHC is DRB1_1302 with pseudo-sequence DRB1_1302. The binding affinity (normalized) is 0.288. (2) The peptide sequence is REELIKLRFWFKKEI. The MHC is DRB1_0101 with pseudo-sequence DRB1_0101. The binding affinity (normalized) is 0.486. (3) The peptide sequence is ILSGDNEIEYGFTRR. The MHC is DRB1_0101 with pseudo-sequence DRB1_0101. The binding affinity (normalized) is 0.0528. (4) The peptide sequence is EVVAATPTSLLISWG. The MHC is DRB1_0101 with pseudo-sequence DRB1_0101. The binding affinity (normalized) is 0.471. (5) The peptide sequence is EKKYFAATQFEPQAA. The MHC is HLA-DPA10201-DPB10101 with pseudo-sequence HLA-DPA10201-DPB10101. The binding affinity (normalized) is 0.883.